The task is: Predict the reactants needed to synthesize the given product.. This data is from Full USPTO retrosynthesis dataset with 1.9M reactions from patents (1976-2016). (1) Given the product [CH3:17][O:7][C:6](=[O:8])[C:5]1[CH:9]=[C:10]([N+:11]([O-:13])=[O:12])[C:2]([NH2:1])=[C:3]([Cl:15])[C:4]=1[F:14], predict the reactants needed to synthesize it. The reactants are: [NH2:1][C:2]1[C:10]([N+:11]([O-:13])=[O:12])=[CH:9][C:5]([C:6]([OH:8])=[O:7])=[C:4]([F:14])[C:3]=1[Cl:15].[Si](C=[N+]=[N-])(C)(C)[CH3:17]. (2) Given the product [NH:14]([C:2]1[N:7]=[N:6][C:5]2[CH2:8][CH2:9][CH2:10][CH2:11][CH2:12][CH2:13][C:4]=2[CH:3]=1)[NH2:15], predict the reactants needed to synthesize it. The reactants are: Cl[C:2]1[N:7]=[N:6][C:5]2[CH2:8][CH2:9][CH2:10][CH2:11][CH2:12][CH2:13][C:4]=2[CH:3]=1.[NH2:14][NH2:15]. (3) Given the product [N:3]1([C:10]2[C:19]3[C:14](=[CH:15][C:16]([CH2:20][O:21][C:24]4[CH:31]=[CH:30][C:27]([C:28]#[N:29])=[CH:26][CH:25]=4)=[CH:17][CH:18]=3)[N:13]=[C:12]([CH3:22])[CH:11]=2)[CH2:4][CH2:5][CH2:6][CH2:7][CH2:8][CH2:9]1, predict the reactants needed to synthesize it. The reactants are: [H-].[Na+].[N:3]1([C:10]2[C:19]3[C:14](=[CH:15][C:16]([CH2:20][OH:21])=[CH:17][CH:18]=3)[N:13]=[C:12]([CH3:22])[CH:11]=2)[CH2:9][CH2:8][CH2:7][CH2:6][CH2:5][CH2:4]1.F[C:24]1[CH:31]=[CH:30][C:27]([C:28]#[N:29])=[CH:26][CH:25]=1.